This data is from Catalyst prediction with 721,799 reactions and 888 catalyst types from USPTO. The task is: Predict which catalyst facilitates the given reaction. (1) Reactant: Cl.[NH:2]1[CH2:7][CH2:6][CH2:5][C@@H:4]([OH:8])[CH2:3]1.[H-].[Na+].[O:11]1[C:15]2[CH:16]=[CH:17][CH:18]=[CH:19][C:14]=2[CH:13]=[C:12]1[C:20]1[N:24]2[N:25]=[C:26](Cl)[CH:27]=[CH:28][C:23]2=[N:22][CH:21]=1. Product: [O:11]1[C:15]2[CH:16]=[CH:17][CH:18]=[CH:19][C:14]=2[CH:13]=[C:12]1[C:20]1[N:24]2[N:25]=[C:26]([O:8][C@@H:4]3[CH2:5][CH2:6][CH2:7][NH:2][CH2:3]3)[CH:27]=[CH:28][C:23]2=[N:22][CH:21]=1. The catalyst class is: 3. (2) Reactant: [Br:1][C:2]1[CH:3]=[N:4][N:5]2[CH:10]=[CH:9][C:8](Cl)=[N:7][C:6]=12.[NH:12]1[CH2:17][CH2:16][NH:15][CH2:14][CH2:13]1.N#N. Product: [Br:1][C:2]1[CH:3]=[N:4][N:5]2[CH:10]=[CH:9][C:8]([N:12]3[CH2:17][CH2:16][NH:15][CH2:14][CH2:13]3)=[N:7][C:6]=12. The catalyst class is: 13. (3) Reactant: [CH2:1]([O:5][C:6]1[C:13]([CH3:14])=[CH:12][C:9]([CH:10]=O)=[CH:8][C:7]=1[CH3:15])[CH2:2][CH2:3][CH3:4].[Cl-].[CH3:17][O:18][CH2:19][P+](C1C=CC=CC=1)(C1C=CC=CC=1)C1C=CC=CC=1.[H-].[Na+]. Product: [CH2:1]([O:5][C:6]1[C:13]([CH3:14])=[CH:12][C:9]([CH:10]=[CH:17][O:18][CH3:19])=[CH:8][C:7]=1[CH3:15])[CH2:2][CH2:3][CH3:4]. The catalyst class is: 1.